Dataset: Peptide-MHC class II binding affinity with 134,281 pairs from IEDB. Task: Regression. Given a peptide amino acid sequence and an MHC pseudo amino acid sequence, predict their binding affinity value. This is MHC class II binding data. (1) The peptide sequence is AREKNPRLCTKEEFI. The MHC is DRB1_0901 with pseudo-sequence DRB1_0901. The binding affinity (normalized) is 0.261. (2) The peptide sequence is GFKAALAAAAGVPPADKYRT. The MHC is HLA-DQA10102-DQB10602 with pseudo-sequence HLA-DQA10102-DQB10602. The binding affinity (normalized) is 0.624. (3) The peptide sequence is PEFQSIVQTLNAMPE. The MHC is HLA-DQA10102-DQB10602 with pseudo-sequence HLA-DQA10102-DQB10602. The binding affinity (normalized) is 0.414. (4) The peptide sequence is NPNMSCDDVVFGINS. The MHC is DRB1_0101 with pseudo-sequence DRB1_0101. The binding affinity (normalized) is 0. (5) The peptide sequence is AAATAGYTVYGAFAA. The MHC is HLA-DPA10103-DPB10601 with pseudo-sequence HLA-DPA10103-DPB10601. The binding affinity (normalized) is 0.281.